Dataset: Reaction yield outcomes from USPTO patents with 853,638 reactions. Task: Predict the reaction yield, written as a fraction of the theoretical maximum amount of product (1.0 means a 100% yield; for example, 0.34 means a 34% yield). (1) The reactants are [Br:1][C:2]1[CH:3]=[CH:4][C:5]([F:11])=[C:6]([CH:10]=1)[C:7]([OH:9])=O.[NH2:12][C:13]1[C:14]([CH3:24])=[C:15]([CH:20]=[CH:21][C:22]=1[CH3:23])[C:16]([O:18][CH3:19])=[O:17].C(N(CC)C(C)C)(C)C.CCCP1(OP(CCC)(=O)OP(CCC)(=O)O1)=O. The catalyst is C(Cl)Cl. The product is [Br:1][C:2]1[CH:3]=[CH:4][C:5]([F:11])=[C:6]([CH:10]=1)[C:7]([NH:12][C:13]1[C:14]([CH3:24])=[C:15]([CH:20]=[CH:21][C:22]=1[CH3:23])[C:16]([O:18][CH3:19])=[O:17])=[O:9]. The yield is 0.518. (2) The reactants are C(Cl)(=O)C(Cl)=O.CS(C)=O.[OH:11][CH:12]1[CH2:15][N:14]([C:16]([O:18][C:19]([CH3:22])([CH3:21])[CH3:20])=[O:17])[CH2:13]1.C(N(CC)CC)C. The product is [O:11]=[C:12]1[CH2:15][N:14]([C:16]([O:18][C:19]([CH3:22])([CH3:21])[CH3:20])=[O:17])[CH2:13]1. The catalyst is ClCCl.O. The yield is 0.900.